This data is from NCI-60 drug combinations with 297,098 pairs across 59 cell lines. The task is: Regression. Given two drug SMILES strings and cell line genomic features, predict the synergy score measuring deviation from expected non-interaction effect. (1) Drug 1: C1CN1P(=S)(N2CC2)N3CC3. Drug 2: CC1=C(C(=O)C2=C(C1=O)N3CC4C(C3(C2COC(=O)N)OC)N4)N. Cell line: LOX IMVI. Synergy scores: CSS=44.1, Synergy_ZIP=-4.22, Synergy_Bliss=-1.75, Synergy_Loewe=0.322, Synergy_HSA=3.24. (2) Drug 1: COC1=CC(=CC(=C1O)OC)C2C3C(COC3=O)C(C4=CC5=C(C=C24)OCO5)OC6C(C(C7C(O6)COC(O7)C8=CC=CS8)O)O. Drug 2: CCCS(=O)(=O)NC1=C(C(=C(C=C1)F)C(=O)C2=CNC3=C2C=C(C=N3)C4=CC=C(C=C4)Cl)F. Cell line: MDA-MB-231. Synergy scores: CSS=24.4, Synergy_ZIP=-2.18, Synergy_Bliss=-2.67, Synergy_Loewe=-27.3, Synergy_HSA=-4.33.